From a dataset of Reaction yield outcomes from USPTO patents with 853,638 reactions. Predict the reaction yield, written as a fraction of the theoretical maximum amount of product (1.0 means a 100% yield; for example, 0.34 means a 34% yield). The reactants are [Br:1][C:2]1[CH:3]=[C:4]([NH:13][CH:14]2[CH2:19][CH2:18][O:17][CH2:16][CH2:15]2)[C:5]([CH3:12])=[C:6]([CH:11]=1)[C:7]([O:9][CH3:10])=[O:8].[BH4-].[Na+].[OH-].[Na+].Cl.[F:25][CH:26]([F:30])[C:27](O)=O. No catalyst specified. The product is [Br:1][C:2]1[CH:3]=[C:4]([N:13]([CH2:27][CH:26]([F:30])[F:25])[CH:14]2[CH2:19][CH2:18][O:17][CH2:16][CH2:15]2)[C:5]([CH3:12])=[C:6]([CH:11]=1)[C:7]([O:9][CH3:10])=[O:8]. The yield is 0.960.